From a dataset of Peptide-MHC class I binding affinity with 185,985 pairs from IEDB/IMGT. Regression. Given a peptide amino acid sequence and an MHC pseudo amino acid sequence, predict their binding affinity value. This is MHC class I binding data. (1) The peptide sequence is KMVGTVQRV. The MHC is HLA-B15:01 with pseudo-sequence HLA-B15:01. The binding affinity (normalized) is 0.400. (2) The peptide sequence is DFISMYFPW. The MHC is HLA-B51:01 with pseudo-sequence HLA-B51:01. The binding affinity (normalized) is 0.0847.